From a dataset of Peptide-MHC class II binding affinity with 134,281 pairs from IEDB. Regression. Given a peptide amino acid sequence and an MHC pseudo amino acid sequence, predict their binding affinity value. This is MHC class II binding data. The peptide sequence is PFTVRYTTEGGTKGE. The MHC is DRB1_0405 with pseudo-sequence DRB1_0405. The binding affinity (normalized) is 0.0887.